Dataset: Forward reaction prediction with 1.9M reactions from USPTO patents (1976-2016). Task: Predict the product of the given reaction. Given the reactants I[C:2]1[C:3]2[O:10][C:9]([C:11](=[O:13])[CH3:12])=[CH:8][C:4]=2[CH:5]=[N:6][CH:7]=1.[CH3:14][O:15][C:16]1[CH:21]=[CH:20][C:19](B(O)O)=[CH:18][CH:17]=1.C(=O)([O-])[O-].[Na+].[Na+], predict the reaction product. The product is: [CH3:14][O:15][C:16]1[CH:21]=[CH:20][C:19]([C:2]2[C:3]3[O:10][C:9]([C:11](=[O:13])[CH3:12])=[CH:8][C:4]=3[CH:5]=[N:6][CH:7]=2)=[CH:18][CH:17]=1.